Regression. Given a peptide amino acid sequence and an MHC pseudo amino acid sequence, predict their binding affinity value. This is MHC class I binding data. From a dataset of Peptide-MHC class I binding affinity with 185,985 pairs from IEDB/IMGT. (1) The peptide sequence is EMYPRHRYSK. The MHC is HLA-A11:01 with pseudo-sequence HLA-A11:01. The binding affinity (normalized) is 0.352. (2) The peptide sequence is MTSCCSCLK. The MHC is HLA-A68:01 with pseudo-sequence HLA-A68:01. The binding affinity (normalized) is 0.533.